From a dataset of Catalyst prediction with 721,799 reactions and 888 catalyst types from USPTO. Predict which catalyst facilitates the given reaction. (1) Reactant: I[C:2]1[N:6]2[CH:7]=[CH:8][CH:9]=[CH:10][C:5]2=[N:4][C:3]=1[C:11]([O:13][CH2:14][CH3:15])=[O:12].[F:16][C:17]1[N:22]=[CH:21][C:20](B(O)O)=[CH:19][CH:18]=1.C([O-])([O-])=O.[Na+].[Na+]. Product: [F:16][C:17]1[N:22]=[CH:21][C:20]([C:2]2[N:6]3[CH:7]=[CH:8][CH:9]=[CH:10][C:5]3=[N:4][C:3]=2[C:11]([O:13][CH2:14][CH3:15])=[O:12])=[CH:19][CH:18]=1. The catalyst class is: 70. (2) Reactant: [CH3:1][C:2]1[C:7]([N:8]2[C:17](=[O:18])[C:16]3[C:11](=[CH:12][CH:13]=[CH:14][CH:15]=3)[N:10]=[CH:9]2)=[CH:6][CH:5]=[CH:4][C:3]=1[C:19]1[CH:27]=[CH:26][C:25]([C:28]([NH2:30])=[O:29])=[C:24]2[C:20]=1[C:21]1[CH2:34][NH:33][CH2:32][CH2:31][C:22]=1[NH:23]2.[C:35](OC(=O)C)(=[O:37])[CH3:36]. Product: [C:35]([N:33]1[CH2:32][CH2:31][C:22]2[NH:23][C:24]3[C:20]([C:21]=2[CH2:34]1)=[C:19]([C:3]1[CH:4]=[CH:5][CH:6]=[C:7]([N:8]2[C:17](=[O:18])[C:16]4[C:11](=[CH:12][CH:13]=[CH:14][CH:15]=4)[N:10]=[CH:9]2)[C:2]=1[CH3:1])[CH:27]=[CH:26][C:25]=3[C:28]([NH2:30])=[O:29])(=[O:37])[CH3:36]. The catalyst class is: 1. (3) The catalyst class is: 21. Reactant: Br[CH2:2][C:3]1[CH:4]=[C:5]([CH:10]=[CH:11][CH:12]=1)[C:6]([O:8][CH3:9])=[O:7].[OH:13][C:14]1[CH:21]=[CH:20][C:17]([C:18]#[N:19])=[CH:16][CH:15]=1.C(=O)([O-])[O-].[K+].[K+].[I-].[Na+]. Product: [C:18]([C:17]1[CH:20]=[CH:21][C:14]([O:13][CH2:2][C:3]2[CH:4]=[C:5]([CH:10]=[CH:11][CH:12]=2)[C:6]([O:8][CH3:9])=[O:7])=[CH:15][CH:16]=1)#[N:19]. (4) Reactant: Cl.[NH2:2][CH2:3][C:4]([NH:6][C:7]1[CH:16]=[CH:15][C:10]([C:11]([O:13][CH3:14])=[O:12])=[C:9]([O:17][CH3:18])[CH:8]=1)=[O:5].C(N(CC)CC)C.[CH3:26][C:27]([CH3:32])([CH3:31])[CH2:28][CH:29]=O. Product: [CH3:14][O:13][C:11](=[O:12])[C:10]1[CH:15]=[CH:16][C:7]([NH:6][C:4](=[O:5])[CH2:3]/[N:2]=[CH:29]/[CH2:28][C:27]([CH3:32])([CH3:31])[CH3:26])=[CH:8][C:9]=1[O:17][CH3:18]. The catalyst class is: 310. (5) Reactant: [CH3:1][O:2][C:3]1[C:8]2[O:9][CH2:10][O:11][C:7]=2[CH:6]=[C:5]([CH:12]=O)[CH:4]=1.[N+:14]([CH3:17])([O-:16])=[O:15].C([O-])(=O)C.[NH4+]. Product: [CH3:1][O:2][C:3]1[C:8]2[O:9][CH2:10][O:11][C:7]=2[CH:6]=[C:5]([CH:12]=[CH:17][N+:14]([O-:16])=[O:15])[CH:4]=1. The catalyst class is: 15. (6) Reactant: [CH3:1][O:2][C:3]([N:5]1[CH2:10][CH2:9][CH:8]([C:11]([OH:13])=[O:12])[CH2:7][CH:6]1[CH2:14][C:15]1[CH:20]=[CH:19][C:18]([C:21]([F:24])([F:23])[F:22])=[CH:17][CH:16]=1)=[O:4]. Product: [CH3:1][O:2][C:3]([N:5]1[CH2:10][CH2:9][C@H:8]([C:11]([OH:13])=[O:12])[CH2:7][C@@H:6]1[CH2:14][C:15]1[CH:16]=[CH:17][C:18]([C:21]([F:24])([F:23])[F:22])=[CH:19][CH:20]=1)=[O:4]. The catalyst class is: 237.